This data is from Catalyst prediction with 721,799 reactions and 888 catalyst types from USPTO. The task is: Predict which catalyst facilitates the given reaction. (1) Reactant: [CH3:1][O:2][C:3]1[CH:4]=[C:5]([CH:28]=[C:29]([O:32][CH3:33])[C:30]=1[CH3:31])[C:6]([N:8]([CH2:18][C:19]1[S:20][C:21]([CH3:27])=[C:22]([C:24](O)=[O:25])[N:23]=1)[CH2:9][CH2:10][CH2:11][C:12]1[CH:17]=[CH:16][CH:15]=[CH:14][CH:13]=1)=[O:7].C1N=CN(C(N2C=NC=C2)=O)C=1.[CH3:46][N:47]([CH3:52])[S:48]([NH2:51])(=[O:50])=[O:49].C1CCN2C(=NCCC2)CC1. Product: [CH3:1][O:2][C:3]1[CH:4]=[C:5]([CH:28]=[C:29]([O:32][CH3:33])[C:30]=1[CH3:31])[C:6]([N:8]([CH2:18][C:19]1[S:20][C:21]([CH3:27])=[C:22]([C:24]([NH:51][S:48]([N:47]([CH3:52])[CH3:46])(=[O:50])=[O:49])=[O:25])[N:23]=1)[CH2:9][CH2:10][CH2:11][C:12]1[CH:17]=[CH:16][CH:15]=[CH:14][CH:13]=1)=[O:7]. The catalyst class is: 1. (2) Product: [CH3:1][O:2][C:3]([C@@H:5]1[CH2:9][C@@H:8]([N:18]=[N+:19]=[N-:20])[CH2:7][N:6]1[C:11]([O:13][C:14]([CH3:17])([CH3:16])[CH3:15])=[O:12])=[O:4]. Reactant: [CH3:1][O:2][C:3]([CH:5]1[CH2:9][CH:8](I)[CH2:7][N:6]1[C:11]([O:13][C:14]([CH3:17])([CH3:16])[CH3:15])=[O:12])=[O:4].[N-:18]=[N+:19]=[N-:20].[Na+]. The catalyst class is: 18. (3) Reactant: [OH-].[Na+:2].[Cl:3][C:4]1[CH:5]=[CH:6][C:7]([OH:22])=[C:8]([C:10]2[O:14][N:13]=[C:12]([CH2:15][CH2:16][CH2:17][CH2:18][C:19]([OH:21])=[O:20])[CH:11]=2)[CH:9]=1. Product: [Na+:2].[Na+:2].[Cl:3][C:4]1[CH:5]=[CH:6][C:7]([OH:22])=[C:8]([C:10]2[O:14][N:13]=[C:12]([CH2:15][CH2:16][CH2:17][CH2:18][C:19]([O-:21])=[O:20])[CH:11]=2)[CH:9]=1.[Cl:3][C:4]1[CH:5]=[CH:6][C:7]([OH:22])=[C:8]([C:10]2[O:14][N:13]=[C:12]([CH2:15][CH2:16][CH2:17][CH2:18][C:19]([O-:21])=[O:20])[CH:11]=2)[CH:9]=1. The catalyst class is: 6. (4) Reactant: [CH:1]([C@@H:4]1[C:10]2[CH:11]=[CH:12][C:13]([C:15](OC)=[O:16])=[CH:14][C:9]=2[O:8][CH2:7][CH2:6][N:5]1[C:19]([CH:21]1[CH2:26][CH2:25][O:24][CH2:23][CH2:22]1)=[O:20])([CH3:3])[CH3:2].[NH2:27][OH:28].[OH-].[Na+]. Product: [OH:28][NH:27][C:15]([C:13]1[CH:12]=[CH:11][C:10]2[C@@H:4]([CH:1]([CH3:3])[CH3:2])[N:5]([C:19]([CH:21]3[CH2:26][CH2:25][O:24][CH2:23][CH2:22]3)=[O:20])[CH2:6][CH2:7][O:8][C:9]=2[CH:14]=1)=[O:16]. The catalyst class is: 92.